This data is from Forward reaction prediction with 1.9M reactions from USPTO patents (1976-2016). The task is: Predict the product of the given reaction. (1) Given the reactants [CH3:1][O:2][C:3](=[O:18])[CH2:4][C@H:5]1[CH2:8][C@H:7]([CH2:9][O:10]CC2C=CC=CC=2)[CH2:6]1, predict the reaction product. The product is: [CH3:1][O:2][C:3](=[O:18])[CH2:4][C@H:5]1[CH2:8][C@H:7]([CH2:9][OH:10])[CH2:6]1. (2) Given the reactants [Cl:1][C:2]1[C:10]([C:11]#[N:12])=[CH:9][CH:8]=[C:7]2[C:3]=1[CH:4]=[C:5]([CH3:13])[NH:6]2.Cl[CH2:15][C:16]1[N:20]=[C:19]([C:21]2[CH:26]=[CH:25][CH:24]=[C:23]([C:27]([F:30])([F:29])[F:28])[CH:22]=2)[O:18][N:17]=1, predict the reaction product. The product is: [Cl:1][C:2]1[C:10]([C:11]#[N:12])=[CH:9][CH:8]=[C:7]2[C:3]=1[CH:4]=[C:5]([CH3:13])[N:6]2[CH2:15][C:16]1[N:20]=[C:19]([C:21]2[CH:26]=[CH:25][CH:24]=[C:23]([C:27]([F:30])([F:28])[F:29])[CH:22]=2)[O:18][N:17]=1. (3) The product is: [CH3:2][O:3][C:4](=[O:16])[CH:5]([N:15]1[CH2:51][C:50]([O:52][C:53]2[C:58]([F:59])=[CH:57][CH:56]=[CH:55][C:54]=2[F:60])=[CH:49][C:48]1=[O:61])[CH2:6][C:7]1[C:8]([Cl:14])=[CH:9][CH:10]=[CH:11][C:12]=1[Cl:13]. Given the reactants Cl.[CH3:2][O:3][C:4](=[O:16])[CH:5]([NH2:15])[CH2:6][C:7]1[C:12]([Cl:13])=[CH:11][CH:10]=[CH:9][C:8]=1[Cl:14].C(N(CC)C(C)C)(C)C.C1(C[C@H](N2[CH2:51][C:50]([O:52][C:53]3[C:58]([F:59])=[CH:57][CH:56]=[CH:55][C:54]=3[F:60])=[CH:49][C:48]2=[O:61])C(NC2C=CN(CC(O)(C)C)N=2)=O)CCCCC1, predict the reaction product. (4) Given the reactants [CH:1]([C:3]1[C:8]([N+:9]([O-])=O)=[CH:7][CH:6]=[CH:5][N:4]=1)=[CH2:2], predict the reaction product. The product is: [CH2:1]([C:3]1[C:8]([NH2:9])=[CH:7][CH:6]=[CH:5][N:4]=1)[CH3:2]. (5) Given the reactants [Br:1][C:2]1[C:3]2[N:12]([C:13]3[C:18]([F:19])=[CH:17][CH:16]=[CH:15][C:14]=3[F:20])[N:11]=[C:10]([C:21]3[CH:26]=[CH:25][C:24]([CH2:27][C:28]([O:30]C)=[O:29])=[CH:23][CH:22]=3)[C:4]=2[C:5]([O:8][CH3:9])=[N:6][CH:7]=1.COCCOC.C1COCC1.[OH-].[Na+], predict the reaction product. The product is: [Br:1][C:2]1[C:3]2[N:12]([C:13]3[C:18]([F:19])=[CH:17][CH:16]=[CH:15][C:14]=3[F:20])[N:11]=[C:10]([C:21]3[CH:26]=[CH:25][C:24]([CH2:27][C:28]([OH:30])=[O:29])=[CH:23][CH:22]=3)[C:4]=2[C:5]([O:8][CH3:9])=[N:6][CH:7]=1. (6) Given the reactants [CH3:1][O:2][C@H:3]([C@@H:8]([CH3:27])[C@@H:9]([O:25][CH3:26])/[CH:10]=[CH:11]/[Sn:12]([CH2:21][CH2:22][CH2:23][CH3:24])([CH2:17][CH2:18][CH2:19][CH3:20])[CH2:13][CH2:14][CH2:15][CH3:16])[C@@H:4]([CH3:7])[CH2:5][OH:6].C[N+]1([O-])CCOCC1, predict the reaction product. The product is: [CH3:1][O:2][C@H:3]([C@@H:8]([CH3:27])[C@@H:9]([O:25][CH3:26])/[CH:10]=[CH:11]/[Sn:12]([CH2:21][CH2:22][CH2:23][CH3:24])([CH2:17][CH2:18][CH2:19][CH3:20])[CH2:13][CH2:14][CH2:15][CH3:16])[C@@H:4]([CH3:7])[CH:5]=[O:6]. (7) Given the reactants [C:1]([Br:5])(Br)(Br)Br.[C:19]1(P([C:19]2[CH:24]=[CH:23][CH:22]=[CH:21][CH:20]=2)[C:19]2[CH:24]=[CH:23][CH:22]=[CH:21][CH:20]=2)[CH:24]=[CH:23][CH:22]=[CH:21][CH:20]=1.[C:25]([SiH2:29][O:30][C:31](C1C=CC=CC=1)(C1C=CC=CC=1)[CH:32]1[CH2:36][CH2:35][C:34]([CH:38]=[CH:39]CO)([CH3:37])[C:33]1([CH3:43])[CH3:42])([CH3:28])([CH3:27])[CH3:26], predict the reaction product. The product is: [Br:5][CH2:1][CH:39]=[CH:38][C:34]1([CH3:37])[CH2:35][CH2:36][CH:32]([CH2:31][O:30][Si:29]([C:25]([CH3:27])([CH3:28])[CH3:26])([C:19]2[CH:20]=[CH:21][CH:22]=[CH:23][CH:24]=2)[C:19]2[CH:24]=[CH:23][CH:22]=[CH:21][CH:20]=2)[C:33]1([CH3:43])[CH3:42]. (8) Given the reactants [CH3:1][O:2][CH2:3][CH2:4][NH:5][C:6]([N:8]1[CH2:13][CH:12]([C:14]2[CH:19]=[CH:18][C:17]([C:20]([F:23])([F:22])[F:21])=[CH:16][CH:15]=2)[CH2:11][CH:10]([C:24]([OH:26])=O)[CH2:9]1)=[O:7].[F:27][C:28]1[CH:29]=[C:30]([C:34](=[N:36]O)[NH2:35])[CH:31]=[CH:32][CH:33]=1, predict the reaction product. The product is: [F:27][C:28]1[CH:29]=[C:30]([C:34]2[N:36]=[C:24]([CH:10]3[CH2:11][CH:12]([C:14]4[CH:15]=[CH:16][C:17]([C:20]([F:21])([F:23])[F:22])=[CH:18][CH:19]=4)[CH2:13][N:8]([C:6]([NH:5][CH2:4][CH2:3][O:2][CH3:1])=[O:7])[CH2:9]3)[O:26][N:35]=2)[CH:31]=[CH:32][CH:33]=1.